The task is: Predict which catalyst facilitates the given reaction.. This data is from Catalyst prediction with 721,799 reactions and 888 catalyst types from USPTO. Reactant: FC(F)(F)C(O)=O.[CH:8]([Si:11]([CH:30]([CH3:32])[CH3:31])([CH:27]([CH3:29])[CH3:28])[O:12][C:13]1[CH:18]=[CH:17][C:16]([NH:19]C(=O)OC(C)(C)C)=[CH:15][CH:14]=1)([CH3:10])[CH3:9]. Product: [CH:30]([Si:11]([CH:8]([CH3:10])[CH3:9])([CH:27]([CH3:29])[CH3:28])[O:12][C:13]1[CH:18]=[CH:17][C:16]([NH2:19])=[CH:15][CH:14]=1)([CH3:32])[CH3:31]. The catalyst class is: 4.